This data is from Catalyst prediction with 721,799 reactions and 888 catalyst types from USPTO. The task is: Predict which catalyst facilitates the given reaction. (1) Product: [C:1]1([P:7](/[CH:16]=[CH:17]/[CH2:18][CH2:19][CH2:20][CH2:21][CH2:22][CH3:23])(=[O:15])[O:8][CH:9]2[CH2:14][CH2:13][CH2:12][CH2:11][CH2:10]2)[CH:2]=[CH:3][CH:4]=[CH:5][CH:6]=1. The catalyst class is: 11. Reactant: [C:1]1([PH:7](=[O:15])[O:8][CH:9]2[CH2:14][CH2:13][CH2:12][CH2:11][CH2:10]2)[CH:6]=[CH:5][CH:4]=[CH:3][CH:2]=1.[CH2:16]=[CH:17][CH2:18][CH2:19][CH2:20][CH2:21][CH2:22][CH3:23]. (2) The catalyst class is: 8. Product: [CH2:10]([O:8][C:7](=[O:9])[CH2:6][CH2:5][CH2:4][CH2:3][CH2:2][NH2:1])[CH3:15]. Reactant: [NH2:1][CH2:2][CH2:3][CH2:4][CH2:5][CH2:6][C:7]([OH:9])=[O:8].[C:10]1(C)C(S(O)(=O)=O)=CC=C[CH:15]=1. (3) Reactant: [C:1]1([C@H:7]2[C@@H:11]([C:12]3[CH:17]=[CH:16][CH:15]=[CH:14][CH:13]=3)[NH:10][C:9](=[S:18])[NH:8]2)[CH:6]=[CH:5][CH:4]=[CH:3][CH:2]=1.[F:19][C:20]1[CH:27]=[CH:26][C:23]([CH2:24][Cl:25])=[CH:22][CH:21]=1. Product: [ClH:25].[F:19][C:20]1[CH:27]=[CH:26][C:23]([CH2:24][S:18][C:9]2[NH:8][C@H:7]([C:1]3[CH:2]=[CH:3][CH:4]=[CH:5][CH:6]=3)[C@H:11]([C:12]3[CH:13]=[CH:14][CH:15]=[CH:16][CH:17]=3)[N:10]=2)=[CH:22][CH:21]=1. The catalyst class is: 14. (4) Reactant: [Cr](Cl)([O-])(=O)=O.[NH+]1C=CC=CC=1.[CH3:12][CH2:13][C@@H:14]([C@H:16]([N:46]([C:48]([C@@H:50]([NH:54][C:55]([C@@H:57]([N:61]([CH3:63])[CH3:62])[CH:58]([CH3:60])[CH3:59])=[O:56])[CH:51]([CH3:53])[CH3:52])=[O:49])[CH3:47])[C@H:17]([O:44][CH3:45])[CH2:18][C:19]([N:21]1[C@H:25]([C@H:26]([O:42][CH3:43])[C@H:27]([C:29]([NH:31][C@@H:32]([C@@H:34]([OH:41])[C:35]2[CH:40]=[CH:39][CH:38]=[CH:37][CH:36]=2)[CH3:33])=[O:30])[CH3:28])[CH2:24][CH2:23][CH2:22]1)=[O:20])[CH3:15]. Product: [CH3:63][N:61]([CH3:62])[C@H:57]([C:55]([NH:54][C@H:50]([C:48]([N:46]([C@@H:16]([C@@H:14]([CH3:15])[CH2:13][CH3:12])[C@H:17]([O:44][CH3:45])[CH2:18][C:19]([N:21]1[CH2:22][CH2:23][CH2:24][C@H:25]1[C@H:26]([O:42][CH3:43])[C@@H:27]([CH3:28])[C:29]([NH:31][C@H:32]([CH3:33])[C:34](=[O:41])[C:35]1[CH:36]=[CH:37][CH:38]=[CH:39][CH:40]=1)=[O:30])=[O:20])[CH3:47])=[O:49])[CH:51]([CH3:53])[CH3:52])=[O:56])[CH:58]([CH3:60])[CH3:59]. The catalyst class is: 202. (5) Reactant: [CH3:1][O:2][C:3]1[C:8]([CH2:9][CH2:10][NH2:11])=[CH:7][CH:6]=[C:5]([C:12]([F:15])([F:14])[F:13])[N:4]=1.[Cl:16][C:17]1[CH:18]=[C:19]2[C:24](=[CH:25][C:26]=1[O:27][C:28]1[CH:36]=[CH:35][C:31]([C:32](O)=[O:33])=[CH:30][CH:29]=1)[O:23][CH2:22][CH2:21][CH:20]2[C:37]([O:39][CH2:40][CH3:41])=[O:38].Cl.C(N=C=NCCCN(C)C)C. Product: [Cl:16][C:17]1[CH:18]=[C:19]2[C:24](=[CH:25][C:26]=1[O:27][C:28]1[CH:36]=[CH:35][C:31]([C:32](=[O:33])[NH:11][CH2:10][CH2:9][C:8]3[C:3]([O:2][CH3:1])=[N:4][C:5]([C:12]([F:15])([F:14])[F:13])=[CH:6][CH:7]=3)=[CH:30][CH:29]=1)[O:23][CH2:22][CH2:21][CH:20]2[C:37]([O:39][CH2:40][CH3:41])=[O:38]. The catalyst class is: 112. (6) Reactant: [N+:1]([CH2:4][C:5]1[CH:10]=[CH:9][CH:8]=[CH:7][CH:6]=1)([O-:3])=[O:2].CN(P(N(C)C)(N(C)C)=O)C.[Li]CCCC.[C:27]([O:31][C:32](=[O:40])[N:33]([CH:35]([CH3:39])[CH2:36][CH2:37]Br)[CH3:34])([CH3:30])([CH3:29])[CH3:28]. Product: [C:27]([O:31][C:32](=[O:40])[N:33]([CH3:34])[CH:35]([CH3:39])[CH2:36][CH2:37][CH:4]([N+:1]([O-:3])=[O:2])[C:5]1[CH:10]=[CH:9][CH:8]=[CH:7][CH:6]=1)([CH3:29])([CH3:30])[CH3:28]. The catalyst class is: 7. (7) Reactant: Cl.[C:2]([C:4]1[C:9]([C:10]([O:12][CH3:13])=[O:11])=[C:8]([O:14][C@@H:15]2[CH2:20][CH2:19][C@@H:18]([CH3:21])[NH:17][CH2:16]2)[N:7]=[CH:6][CH:5]=1)#[N:3].N1N([C:27]2[CH:35]=[CH:34][CH:33]=[CH:32][C:28]=2[C:29]([OH:31])=O)N=NC=1.O[N:37]1[C:41]2[N:42]=[CH:43][CH:44]=[CH:45]C=2N=N1.C(Cl)CCl. Product: [C:2]([C:4]1[CH:5]=[CH:6][N:7]=[C:8]([O:14][C@@H:15]2[CH2:20][CH2:19][C@@H:18]([CH3:21])[N:17]([C:29]([C:28]3[CH:32]=[CH:33][CH:34]=[CH:35][C:27]=3[C:41]3[N:37]=[CH:45][CH:44]=[CH:43][N:42]=3)=[O:31])[CH2:16]2)[C:9]=1[C:10]([O:12][CH3:13])=[O:11])#[N:3]. The catalyst class is: 3.